This data is from Catalyst prediction with 721,799 reactions and 888 catalyst types from USPTO. The task is: Predict which catalyst facilitates the given reaction. (1) Reactant: [CH2:1]([O:3][C:4]([C:6]1[N:10]2[N:11]=[CH:12][C:13]([C:16]#[N:17])=[C:14](O)[C:9]2=[CH:8][CH:7]=1)=[O:5])[CH3:2].CN(C=O)C.C([O-])([O-])=O.[K+].[K+].[O:29]([C:36]1[CH:41]=[CH:40][C:39]([NH2:42])=[CH:38][CH:37]=1)[C:30]1[CH:35]=[CH:34][CH:33]=[CH:32][CH:31]=1. Product: [CH2:1]([O:3][C:4]([C:6]1[N:10]2[N:11]=[CH:12][C:13]([C:16]#[N:17])=[C:14]([NH:42][C:39]3[CH:38]=[CH:37][C:36]([O:29][C:30]4[CH:35]=[CH:34][CH:33]=[CH:32][CH:31]=4)=[CH:41][CH:40]=3)[C:9]2=[CH:8][CH:7]=1)=[O:5])[CH3:2]. The catalyst class is: 265. (2) Reactant: [Cl:1][C:2]1[CH:3]=[C:4]([C:8](=[O:10])[CH3:9])[CH:5]=[CH:6][CH:7]=1.[C:11](OCC)(=[O:17])[C:12]([O:14][CH2:15][CH3:16])=[O:13].[H-].[Na+].Cl. Product: [Cl:1][C:2]1[CH:3]=[C:4]([C:8](=[O:10])[CH2:9][C:11](=[O:17])[C:12]([O:14][CH2:15][CH3:16])=[O:13])[CH:5]=[CH:6][CH:7]=1. The catalyst class is: 18. (3) Reactant: [Br:1][C:2]1[CH:7]=[C:6]([N+:8]([O-])=O)[CH:5]=[CH:4][C:3]=1[C:11]([CH3:16])([CH2:14][OH:15])[CH2:12]O.C(C=P(CCCC)(CCCC)CCCC)#N.O.O.[Sn](Cl)Cl. Product: [Br:1][C:2]1[CH:7]=[C:6]([CH:5]=[CH:4][C:3]=1[C:11]1([CH3:16])[CH2:14][O:15][CH2:12]1)[NH2:8]. The catalyst class is: 48. (4) Reactant: BrB(Br)Br.C[O:6][C:7]1[CH:8]=[C:9]2[C:13](=[CH:14][C:15]=1[O:16]C)[C:12](=[O:18])[CH2:11][CH2:10]2. Product: [OH:6][C:7]1[CH:8]=[C:9]2[C:13](=[CH:14][C:15]=1[OH:16])[C:12](=[O:18])[CH2:11][CH2:10]2. The catalyst class is: 4. (5) The catalyst class is: 542. Product: [OH:1][C:2]1[C:7]2[O:8][C:9]([C:17]3[CH:22]=[CH:21][CH:20]=[CH:19][CH:18]=3)([C:11]3[CH:16]=[CH:15][CH:14]=[CH:13][CH:12]=3)[O:10][C:6]=2[CH:5]=[C:4]([C:23]([Cl:28])=[O:25])[CH:3]=1. Reactant: [OH:1][C:2]1[C:7]2[O:8][C:9]([C:17]3[CH:22]=[CH:21][CH:20]=[CH:19][CH:18]=3)([C:11]3[CH:16]=[CH:15][CH:14]=[CH:13][CH:12]=3)[O:10][C:6]=2[CH:5]=[C:4]([C:23]([OH:25])=O)[CH:3]=1.S(Cl)([Cl:28])=O.